From a dataset of NCI-60 drug combinations with 297,098 pairs across 59 cell lines. Regression. Given two drug SMILES strings and cell line genomic features, predict the synergy score measuring deviation from expected non-interaction effect. (1) Drug 1: CCC(=C(C1=CC=CC=C1)C2=CC=C(C=C2)OCCN(C)C)C3=CC=CC=C3.C(C(=O)O)C(CC(=O)O)(C(=O)O)O. Drug 2: C1=CN(C=N1)CC(O)(P(=O)(O)O)P(=O)(O)O. Cell line: DU-145. Synergy scores: CSS=3.37, Synergy_ZIP=0.758, Synergy_Bliss=1.53, Synergy_Loewe=-2.26, Synergy_HSA=-2.12. (2) Drug 1: CN1CCC(CC1)COC2=C(C=C3C(=C2)N=CN=C3NC4=C(C=C(C=C4)Br)F)OC. Drug 2: C1CCC(C(C1)N)N.C(=O)(C(=O)[O-])[O-].[Pt+4]. Cell line: SK-MEL-2. Synergy scores: CSS=6.96, Synergy_ZIP=1.82, Synergy_Bliss=7.50, Synergy_Loewe=6.25, Synergy_HSA=5.62. (3) Drug 1: C1=CC(=C2C(=C1NCCNCCO)C(=O)C3=C(C=CC(=C3C2=O)O)O)NCCNCCO. Drug 2: C1CCC(C(C1)N)N.C(=O)(C(=O)[O-])[O-].[Pt+4]. Cell line: PC-3. Synergy scores: CSS=31.4, Synergy_ZIP=4.59, Synergy_Bliss=5.03, Synergy_Loewe=6.17, Synergy_HSA=9.79. (4) Drug 1: C1=CC(=CC=C1CCC2=CNC3=C2C(=O)NC(=N3)N)C(=O)NC(CCC(=O)O)C(=O)O. Drug 2: C1CCC(C(C1)N)N.C(=O)(C(=O)[O-])[O-].[Pt+4]. Cell line: NCIH23. Synergy scores: CSS=2.42, Synergy_ZIP=-5.09, Synergy_Bliss=-9.65, Synergy_Loewe=-11.9, Synergy_HSA=-8.17. (5) Drug 1: CC(C1=C(C=CC(=C1Cl)F)Cl)OC2=C(N=CC(=C2)C3=CN(N=C3)C4CCNCC4)N. Drug 2: C1CN1P(=S)(N2CC2)N3CC3. Cell line: HCT-15. Synergy scores: CSS=7.90, Synergy_ZIP=-4.81, Synergy_Bliss=-4.90, Synergy_Loewe=-5.81, Synergy_HSA=-5.00. (6) Drug 1: C1=C(C(=O)NC(=O)N1)F. Drug 2: CN(C)C1=NC(=NC(=N1)N(C)C)N(C)C. Cell line: BT-549. Synergy scores: CSS=31.2, Synergy_ZIP=3.72, Synergy_Bliss=3.72, Synergy_Loewe=-7.11, Synergy_HSA=-0.515. (7) Drug 1: CC(CN1CC(=O)NC(=O)C1)N2CC(=O)NC(=O)C2. Drug 2: C1=CN(C=N1)CC(O)(P(=O)(O)O)P(=O)(O)O. Cell line: T-47D. Synergy scores: CSS=9.07, Synergy_ZIP=-2.52, Synergy_Bliss=-1.97, Synergy_Loewe=-1.02, Synergy_HSA=-1.03.